The task is: Predict the reaction yield, written as a fraction of the theoretical maximum amount of product (1.0 means a 100% yield; for example, 0.34 means a 34% yield).. This data is from Reaction yield outcomes from USPTO patents with 853,638 reactions. The reactants are [NH:1]1[C:9]2[C:4](=[CH:5][C:6]([CH2:10][CH:11]([NH:15][C:16]([N:18]3[CH2:23][CH2:22][CH:21]([N:24]4[CH2:33][C:32]5[C:27](=[CH:28][CH:29]=[CH:30][CH:31]=5)[NH:26][C:25]4=[O:34])[CH2:20][CH2:19]3)=[O:17])[C:12](O)=[O:13])=[CH:7][CH:8]=2)[CH:3]=[N:2]1.C(N(CC)C(C)C)(C)C.[O:44]1[C:48]2([CH2:53][CH2:52][NH:51][CH2:50][CH2:49]2)[O:47][CH2:46][CH2:45]1.C1CN([P+](ON2N=NC3C=CC=CC2=3)(N2CCCC2)N2CCCC2)CC1.F[P-](F)(F)(F)(F)F. The catalyst is CN(C)C=O.C(Cl)Cl. The product is [O:44]1[C:48]2([CH2:53][CH2:52][N:51]([C:12](=[O:13])[CH:11]([NH:15][C:16]([N:18]3[CH2:23][CH2:22][CH:21]([N:24]4[CH2:33][C:32]5[C:27](=[CH:28][CH:29]=[CH:30][CH:31]=5)[NH:26][C:25]4=[O:34])[CH2:20][CH2:19]3)=[O:17])[CH2:10][C:6]3[CH:7]=[C:8]4[C:3](=[CH:4][CH:5]=3)[NH:2][N:1]=[CH:9]4)[CH2:50][CH2:49]2)[O:47][CH2:46][CH2:45]1. The yield is 0.560.